This data is from Full USPTO retrosynthesis dataset with 1.9M reactions from patents (1976-2016). The task is: Predict the reactants needed to synthesize the given product. (1) Given the product [CH2:1]([O:8][C:9]1[C:10]([C:37]([OH:39])=[O:38])=[N:11][C:12]([N:19]2[CH2:20][CH2:21][N:22]([CH2:25][CH2:26][CH2:27][CH2:28][NH:29][C:30]([O:32][C:33]([CH3:34])([CH3:35])[CH3:36])=[O:31])[CH2:23][CH2:24]2)=[C:13]2[C:18]=1[N:17]=[CH:16][CH:15]=[CH:14]2)[C:2]1[CH:7]=[CH:6][CH:5]=[CH:4][CH:3]=1, predict the reactants needed to synthesize it. The reactants are: [CH2:1]([O:8][C:9]1[C:10]([C:37]([O:39]C)=[O:38])=[N:11][C:12]([N:19]2[CH2:24][CH2:23][N:22]([CH2:25][CH2:26][CH2:27][CH2:28][NH:29][C:30]([O:32][C:33]([CH3:36])([CH3:35])[CH3:34])=[O:31])[CH2:21][CH2:20]2)=[C:13]2[C:18]=1[N:17]=[CH:16][CH:15]=[CH:14]2)[C:2]1[CH:7]=[CH:6][CH:5]=[CH:4][CH:3]=1.CO.[OH-].[Na+]. (2) Given the product [N:29]1[CH:30]=[CH:31][CH:32]=[C:27]([O:26][C:5]2[N:10]=[C:9]([C:11]3[CH:16]=[CH:15][C:14]([Cl:17])=[CH:13][C:12]=3[Cl:18])[C:8]([C:19]3[CH:24]=[CH:23][C:22]([Cl:25])=[CH:21][CH:20]=3)=[CH:7][N:6]=2)[CH:28]=1, predict the reactants needed to synthesize it. The reactants are: CS([C:5]1[N:10]=[C:9]([C:11]2[CH:16]=[CH:15][C:14]([Cl:17])=[CH:13][C:12]=2[Cl:18])[C:8]([C:19]2[CH:24]=[CH:23][C:22]([Cl:25])=[CH:21][CH:20]=2)=[CH:7][N:6]=1)(=O)=O.[OH:26][C:27]1[CH:28]=[N:29][CH:30]=[CH:31][CH:32]=1.